Predict which catalyst facilitates the given reaction. From a dataset of Catalyst prediction with 721,799 reactions and 888 catalyst types from USPTO. (1) Reactant: [N+:1]([C:4]1[CH:9]=[CH:8][CH:7]=[CH:6][C:5]=1[C:10]1[S:14][C:13]([NH2:15])=[N:12][N:11]=1)([O-])=O.C(N(CC)CC)C.[CH3:23][S:24](Cl)(=[O:26])=[O:25]. The catalyst class is: 4. Product: [NH2:1][C:4]1[CH:9]=[CH:8][CH:7]=[CH:6][C:5]=1[C:10]1[S:14][C:13]([NH:15][S:24]([CH3:23])(=[O:26])=[O:25])=[N:12][N:11]=1. (2) Reactant: [ClH:1].Cl.C1(C[N:10]2[CH2:15][CH2:14][CH:13]([N:16]3[CH2:21][CH2:20][O:19][CH2:18][CH2:17]3)[CH2:12][CH2:11]2)C=CC=CC=1.[H][H].C(O)C. Product: [ClH:1].[NH:10]1[CH2:15][CH2:14][CH:13]([N:16]2[CH2:21][CH2:20][O:19][CH2:18][CH2:17]2)[CH2:12][CH2:11]1. The catalyst class is: 838.